This data is from Forward reaction prediction with 1.9M reactions from USPTO patents (1976-2016). The task is: Predict the product of the given reaction. (1) Given the reactants [F:1][C:2](F)=[C:3]([CH2:18][CH3:19])[C:4]([C:6]1[C:7]([CH3:17])=[CH:8][C:9]([CH3:16])=[C:10]([CH:15]=1)[C:11]([O:13][CH3:14])=[O:12])=O.O.[NH2:22][NH2:23].FC(F)(F)C(O)=O, predict the reaction product. The product is: [CH2:18]([C:3]1[C:2]([F:1])=[N:22][NH:23][C:4]=1[C:6]1[C:7]([CH3:17])=[CH:8][C:9]([CH3:16])=[C:10]([CH:15]=1)[C:11]([O:13][CH3:14])=[O:12])[CH3:19]. (2) Given the reactants C1(P(C2C=CC=CC=2)C2C=CC=CC=2)C=CC=CC=1.II.CCN(CC)CC.[Cl:29][C:30]1[C:31]([CH3:57])=[C:32]([NH:38][C@H:39]([C:53]([OH:56])([CH3:55])[CH3:54])[C:40]([NH:42][NH:43][C:44](=[O:52])[C:45]2[CH:50]=[CH:49][C:48]([F:51])=[CH:47][CH:46]=2)=O)[CH:33]=[CH:34][C:35]=1[C:36]#[N:37], predict the reaction product. The product is: [Cl:29][C:30]1[C:31]([CH3:57])=[C:32]([NH:38][C@@H:39]([C:40]2[O:52][C:44]([C:45]3[CH:50]=[CH:49][C:48]([F:51])=[CH:47][CH:46]=3)=[N:43][N:42]=2)[C:53]([OH:56])([CH3:55])[CH3:54])[CH:33]=[CH:34][C:35]=1[C:36]#[N:37]. (3) The product is: [N:1]([C:2]1[CH:11]=[CH:10][C:5]([C:6]([OH:8])=[O:7])=[CH:4][C:3]=1[I:12])=[N+:17]=[N-:18]. Given the reactants [NH2:1][C:2]1[CH:11]=[CH:10][C:5]([C:6]([O:8]C)=[O:7])=[CH:4][C:3]=1[I:12].N([O-])=O.[Na+].[N-:17]=[N+:18]=[N-].[Na+], predict the reaction product. (4) Given the reactants [CH3:1][O:2][C:3]1[CH:4]=[C:5]([CH:9]=[CH:10][C:11]=1[O:12][CH3:13])[CH2:6][CH2:7][NH2:8].[F:14][C:15]([F:28])([F:27])[C:16]1[CH:26]=[CH:25][C:19]([CH2:20][CH2:21][C:22](O)=[O:23])=[CH:18][CH:17]=1, predict the reaction product. The product is: [CH3:1][O:2][C:3]1[CH:4]=[C:5]([CH:9]=[CH:10][C:11]=1[O:12][CH3:13])[CH2:6][CH2:7][NH:8][C:22](=[O:23])[CH2:21][CH2:20][C:19]1[CH:18]=[CH:17][C:16]([C:15]([F:27])([F:28])[F:14])=[CH:26][CH:25]=1.